This data is from Full USPTO retrosynthesis dataset with 1.9M reactions from patents (1976-2016). The task is: Predict the reactants needed to synthesize the given product. (1) Given the product [Cl:30][C:27]1[CH:28]=[CH:29][C:24]([C:22]2[S:23][C:19]([CH:18]=[CH:17][CH:13]3[CH2:14][CH2:15][CH2:16][NH:11][CH2:12]3)=[C:20]([CH3:31])[N:21]=2)=[CH:25][CH:26]=1, predict the reactants needed to synthesize it. The reactants are: C(OC([N:11]1[CH2:16][CH2:15][CH2:14][CH:13]([CH:17]=[CH:18][C:19]2[S:23][C:22]([C:24]3[CH:29]=[CH:28][C:27]([Cl:30])=[CH:26][CH:25]=3)=[N:21][C:20]=2[CH3:31])[CH2:12]1)=O)C1C=CC=CC=1. (2) Given the product [Cl:22][C:23]1[CH:29]=[CH:28][CH:27]=[CH:26][C:24]=1[NH:25][C:2]1[CH:3]=[CH:4][C:5]2[C:9]3[CH:10]=[CH:11][CH:12]=[CH:13][C:8]=3[P:7](=[O:20])([C:14]3[CH:19]=[CH:18][CH:17]=[CH:16][CH:15]=3)[C:6]=2[CH:21]=1, predict the reactants needed to synthesize it. The reactants are: Br[C:2]1[CH:3]=[CH:4][C:5]2[C:9]3[CH:10]=[CH:11][CH:12]=[CH:13][C:8]=3[P:7](=[O:20])([C:14]3[CH:19]=[CH:18][CH:17]=[CH:16][CH:15]=3)[C:6]=2[CH:21]=1.[Cl:22][C:23]1[CH:29]=[CH:28][CH:27]=[CH:26][C:24]=1[NH2:25].CC(C)([O-])C.[Na+].O. (3) The reactants are: [NH2:1][C:2]1([C:5]([O:7][CH3:8])=[O:6])[CH2:4][CH2:3]1.C(=O)([O-])[O-].[K+].[K+].I[CH2:16][CH2:17][CH2:18][CH2:19][CH2:20]I. Given the product [N:1]1([C:2]2([C:5]([O:7][CH3:8])=[O:6])[CH2:4][CH2:3]2)[CH2:20][CH2:19][CH2:18][CH2:17][CH2:16]1, predict the reactants needed to synthesize it. (4) The reactants are: [Cl:1][C:2]1[C:3]([CH3:12])=[C:4]([CH2:8][C:9]([OH:11])=[O:10])[CH:5]=[CH:6][CH:7]=1.[CH3:13]O.Cl. Given the product [Cl:1][C:2]1[C:3]([CH3:12])=[C:4]([CH2:8][C:9]([O:11][CH3:13])=[O:10])[CH:5]=[CH:6][CH:7]=1, predict the reactants needed to synthesize it. (5) Given the product [F:32][C:29]1[CH:30]=[CH:31][C:25]2[N:24]=[C:23]([C:18]3[C:17]4[C:16]5[C:11](=[CH:12][CH:13]=[CH:14][CH:15]=5)[N:10]([C:8]5[CH:7]=[CH:6][C:3]([C:4]([NH2:5])=[O:45])=[C:2]([NH:44][CH2:43][CH2:42][CH2:41][F:40])[CH:9]=5)[C:22]=4[CH:21]=[CH:20][CH:19]=3)[NH:27][C:26]=2[CH:28]=1, predict the reactants needed to synthesize it. The reactants are: F[C:2]1[CH:9]=[C:8]([N:10]2[C:22]3[CH:21]=[CH:20][CH:19]=[C:18]([C:23]4[NH:27][C:26]5[CH:28]=[C:29]([F:32])[CH:30]=[CH:31][C:25]=5[N:24]=4)[C:17]=3[C:16]3[C:11]2=[CH:12][CH:13]=[CH:14][CH:15]=3)[CH:7]=[CH:6][C:3]=1[C:4]#[N:5].C(=O)([O-])[O-].[K+].[K+].Cl.[F:40][CH2:41][CH2:42][CH2:43][NH2:44].[OH-:45].[Na+].OO.